Dataset: Forward reaction prediction with 1.9M reactions from USPTO patents (1976-2016). Task: Predict the product of the given reaction. (1) Given the reactants [CH3:1][CH:2]1[CH2:7][CH2:6][N:5]([C:8](Cl)=[O:9])[CH2:4][CH2:3]1.Cl.[O:12]1[C:18]2[CH:19]=[CH:20][C:21]([C:23]3[S:27][C:26]([NH:28][C:29](=[O:31])[CH3:30])=[N:25][CH:24]=3)=[CH:22][C:17]=2[CH2:16][NH:15][CH2:14][CH2:13]1.C(=O)([O-])[O-].[K+].[K+].CO, predict the reaction product. The product is: [CH3:1][CH:2]1[CH2:7][CH2:6][N:5]([C:8]([N:15]2[CH2:16][C:17]3[CH:22]=[C:21]([C:23]4[S:27][C:26]([NH:28][C:29](=[O:31])[CH3:30])=[N:25][CH:24]=4)[CH:20]=[CH:19][C:18]=3[O:12][CH2:13][CH2:14]2)=[O:9])[CH2:4][CH2:3]1. (2) Given the reactants [C:1]([O:5][C:6](=[O:17])[NH:7][C@@H:8]([C:10]1[CH:15]=[CH:14][C:13]([F:16])=[CH:12][N:11]=1)[CH3:9])([CH3:4])([CH3:3])[CH3:2].ClC1C=CC=C(C(OO)=[O:26])C=1.S([O-])([O-])=O.[Na+].[Na+].C(=O)(O)[O-].[Na+], predict the reaction product. The product is: [C:1]([O:5][C:6](=[O:17])[NH:7][C@@H:8]([C:10]1[CH:15]=[CH:14][C:13]([F:16])=[CH:12][N+:11]=1[O-:26])[CH3:9])([CH3:2])([CH3:3])[CH3:4]. (3) The product is: [CH2:1]([N:8]1[CH2:17][CH2:16][C:15]2[C:14]([C:19]#[N:20])=[N:13][CH:12]=[N:11][C:10]=2[CH2:9]1)[C:2]1[CH:7]=[CH:6][CH:5]=[CH:4][CH:3]=1. Given the reactants [CH2:1]([N:8]1[CH2:17][CH2:16][C:15]2[C:14](Cl)=[N:13][CH:12]=[N:11][C:10]=2[CH2:9]1)[C:2]1[CH:7]=[CH:6][CH:5]=[CH:4][CH:3]=1.[CH3:19][N:20](C=O)C, predict the reaction product. (4) Given the reactants Cl.[F:2][CH:3]1[CH:8]([NH:9][C:10]2[CH:15]=[CH:14][C:13]([N+:16]([O-:18])=[O:17])=[CH:12][CH:11]=2)[CH2:7][CH2:6][NH:5][CH2:4]1.C=O.[BH3-][C:22]#N.[Na+].C([O-])([O-])=O.[Na+].[Na+], predict the reaction product. The product is: [F:2][CH:3]1[CH:8]([NH:9][C:10]2[CH:11]=[CH:12][C:13]([N+:16]([O-:18])=[O:17])=[CH:14][CH:15]=2)[CH2:7][CH2:6][N:5]([CH3:22])[CH2:4]1. (5) Given the reactants [NH2:1][CH2:2][C:3]1[CH:4]=[C:5]([CH:23]=[CH:24][C:25]=1[CH2:26][NH2:27])[C:6]([NH:8][C@H:9]1[CH2:14][C:13]2[CH:15]=[CH:16][CH:17]=[C:18]([C:19]([OH:21])=[O:20])[C:12]=2[O:11][B:10]1[OH:22])=[O:7].CC(O)=O.[CH3:32][C:33]([CH3:35])=O.C(O[BH-](OC(=O)C)OC(=O)C)(=O)C.[Na+], predict the reaction product. The product is: [NH2:27][CH2:26][C:25]1[CH:24]=[CH:23][C:5]([C:6]([NH:8][C@H:9]2[CH2:14][C:13]3[CH:15]=[CH:16][CH:17]=[C:18]([C:19]([OH:21])=[O:20])[C:12]=3[O:11][B:10]2[OH:22])=[O:7])=[CH:4][C:3]=1[CH2:2][NH:1][CH:33]([CH3:35])[CH3:32]. (6) Given the reactants [Cl:1][C:2]1[C:3]([C:10](Cl)=[O:11])=[N:4][C:5]([S:8][CH3:9])=[N:6][CH:7]=1.[NH3:13].O, predict the reaction product. The product is: [Cl:1][C:2]1[C:3]([C:10]([NH2:13])=[O:11])=[N:4][C:5]([S:8][CH3:9])=[N:6][CH:7]=1.